This data is from Reaction yield outcomes from USPTO patents with 853,638 reactions. The task is: Predict the reaction yield, written as a fraction of the theoretical maximum amount of product (1.0 means a 100% yield; for example, 0.34 means a 34% yield). (1) The reactants are Br.Br[CH2:3][C:4]([C:6]1[CH:11]=[CH:10][N:9]=[CH:8][CH:7]=1)=O.[C:12]([C:15]1[CH:16]=[C:17]([NH:21][C:22]([NH2:24])=[S:23])[CH:18]=[CH:19][CH:20]=1)(=[O:14])[CH3:13].N. The catalyst is CCO.O. The product is [N:9]1[CH:10]=[CH:11][C:6]([C:4]2[N:24]=[C:22]([NH:21][C:17]3[CH:16]=[C:15]([C:12](=[O:14])[CH3:13])[CH:20]=[CH:19][CH:18]=3)[S:23][CH:3]=2)=[CH:7][CH:8]=1. The yield is 0.930. (2) The reactants are CS(O[CH2:6][C:7]1[CH:8]=[CH:9][C:10]2[O:14][C:13]([CH2:15][C:16]3[CH:21]=[CH:20][CH:19]=[CH:18][CH:17]=3)=[N:12][C:11]=2[CH:22]=1)(=O)=O.[N-:23]=[N+:24]=[N-:25].[Na+].O. The catalyst is CN(C)C=O. The product is [N:23]([CH2:6][C:7]1[CH:8]=[CH:9][C:10]2[O:14][C:13]([CH2:15][C:16]3[CH:21]=[CH:20][CH:19]=[CH:18][CH:17]=3)=[N:12][C:11]=2[CH:22]=1)=[N+:24]=[N-:25]. The yield is 0.480. (3) The reactants are [CH2:1]([C@@H:5]1[NH:10][CH2:9][C@H:8]([CH2:11][CH:12]([CH3:14])[CH3:13])[NH:7][C:6]1=[O:15])[CH:2]([CH3:4])[CH3:3].Br[CH2:17][C:18]1[CH:23]=[CH:22][C:21]([O:24][C:25]([F:28])([F:27])[F:26])=[CH:20][CH:19]=1.FC1C=CC(CN2C[C@H](CC(C)C)NC(=O)[C@@H]2CC(C)C)=C(C(F)(F)F)C=1. No catalyst specified. The product is [CH2:1]([C@@H:5]1[N:10]([CH2:17][C:18]2[CH:23]=[CH:22][C:21]([O:24][C:25]([F:26])([F:27])[F:28])=[CH:20][CH:19]=2)[CH2:9][C@H:8]([CH2:11][CH:12]([CH3:14])[CH3:13])[NH:7][C:6]1=[O:15])[CH:2]([CH3:4])[CH3:3]. The yield is 0.282.